Predict the product of the given reaction. From a dataset of Forward reaction prediction with 1.9M reactions from USPTO patents (1976-2016). (1) Given the reactants [NH2:1][C:2]1[C:7]([N+:8]([O-])=O)=[CH:6][N:5]=[CH:4][C:3]=1[CH3:11].Cl, predict the reaction product. The product is: [NH2:8][C:7]1[CH:6]=[N:5][CH:4]=[C:3]([CH3:11])[C:2]=1[NH2:1]. (2) Given the reactants [CH3:1][C:2]1[C:10]2[NH:9][C:8]3[CH2:11][CH2:12][N:13]4[C@@H:17]([C:7]=3[C:6]=2[CH:5]=[C:4]([CH3:18])[CH:3]=1)[CH2:16][CH2:15][CH2:14]4.[H-].[Na+].[CH:21]1([C:27]2([CH3:30])[CH2:29][O:28]2)[CH2:26][CH2:25][CH2:24][CH2:23][CH2:22]1, predict the reaction product. The product is: [CH:21]1([C:27]([OH:28])([CH3:30])[CH2:29][N:9]2[C:10]3[C:2]([CH3:1])=[CH:3][C:4]([CH3:18])=[CH:5][C:6]=3[C:7]3[C@@H:17]4[N:13]([CH2:12][CH2:11][C:8]2=3)[CH2:14][CH2:15][CH2:16]4)[CH2:26][CH2:25][CH2:24][CH2:23][CH2:22]1. (3) Given the reactants C([N:4]([CH:7]([CH3:9])C)[CH2:5]C)(C)C.CN(C(ON1N=NC2C=CC=CC1=2)=[N+](C)C)C.[B-](F)(F)(F)F.[C:32]1([C:38]2[N:39]=[C:40]3[N:45]=[C:44]([NH:46][C:47]([C:49]4[N:53]=[N:52][NH:51][C:50]=4[C:54]([OH:56])=O)=[O:48])[CH:43]=[CH:42][N:41]3[CH:57]=2)[CH:37]=[CH:36][CH:35]=[CH:34][CH:33]=1.N1CCC1, predict the reaction product. The product is: [C:32]1([C:38]2[N:39]=[C:40]3[N:45]=[C:44]([NH:46][C:47]([C:49]4[N:53]=[N:52][NH:51][C:50]=4[C:54]([N:4]4[CH2:5][CH2:9][CH2:7]4)=[O:56])=[O:48])[CH:43]=[CH:42][N:41]3[CH:57]=2)[CH:37]=[CH:36][CH:35]=[CH:34][CH:33]=1. (4) The product is: [O:27]=[C:25]1[C:24]2[C:23](=[CH:31][CH:30]=[CH:29][CH:28]=2)[C:22](=[O:32])[N:26]1[CH:18]1[CH2:19][CH2:20][CH:16]([N:3]([CH2:1][CH3:2])[C:4]2[CH:11]=[CH:10][C:7]([C:8]#[N:9])=[C:6]([C:12]([F:13])([F:15])[F:14])[CH:5]=2)[CH2:17]1. Given the reactants [CH2:1]([N:3]([CH:16]1[CH2:20][CH2:19][CH:18](O)[CH2:17]1)[C:4]1[CH:11]=[CH:10][C:7]([C:8]#[N:9])=[C:6]([C:12]([F:15])([F:14])[F:13])[CH:5]=1)[CH3:2].[C:22]1(=[O:32])[NH:26][C:25](=[O:27])[C:24]2=[CH:28][CH:29]=[CH:30][CH:31]=[C:23]12.C1(P(C2C=CC=CC=2)C2C=CC=CC=2)C=CC=CC=1.N(C(OC(C)C)=O)=NC(OC(C)C)=O, predict the reaction product. (5) Given the reactants C([O:3][C:4]([C:6]1[CH:7]=[C:8]2[C:13](=[CH:14][CH:15]=1)[NH:12][CH:11]([C:16]1[CH:21]=[C:20]([F:22])[CH:19]=[C:18]([F:23])[CH:17]=1)[C:10]([CH3:25])([CH3:24])[CH2:9]2)=[O:5])C.O.[OH-].[Li+].O.Cl, predict the reaction product. The product is: [F:23][C:18]1[CH:17]=[C:16]([CH:11]2[C:10]([CH3:24])([CH3:25])[CH2:9][C:8]3[C:13](=[CH:14][CH:15]=[C:6]([C:4]([OH:5])=[O:3])[CH:7]=3)[NH:12]2)[CH:21]=[C:20]([F:22])[CH:19]=1. (6) Given the reactants [OH:1][N:2]=[C:3](Cl)[C:4]1[CH:5]=[N:6][CH:7]=[N:8][CH:9]=1.[C:11]([C:13]1[CH:14]=[N:15][CH:16]=[CH:17][CH:18]=1)#[CH:12].N, predict the reaction product. The product is: [N:15]1[CH:16]=[CH:17][CH:18]=[C:13]([C:11]2[O:1][N:2]=[C:3]([C:4]3[CH:5]=[N:6][CH:7]=[N:8][CH:9]=3)[CH:12]=2)[CH:14]=1. (7) Given the reactants [CH2:1]([NH:3][C:4]([C:6]1[C:10](I)=[C:9]([C:12]2[CH:17]=[C:16]([CH2:18][CH:19]([CH3:21])[CH3:20])[C:15]([O:22][CH2:23][C:24]3[CH:29]=[CH:28][CH:27]=[CH:26][CH:25]=3)=[CH:14][C:13]=2[O:30][CH2:31][C:32]2[CH:37]=[CH:36][CH:35]=[CH:34][CH:33]=2)[O:8][N:7]=1)=[O:5])[CH3:2].C([O-])([O-])=O.[Na+].[Na+].[CH:44]([C:46]1[CH:51]=[CH:50][C:49](B(O)O)=[CH:48][CH:47]=1)=[O:45], predict the reaction product. The product is: [CH2:1]([NH:3][C:4]([C:6]1[C:10]([C:49]2[CH:50]=[CH:51][C:46]([CH:44]=[O:45])=[CH:47][CH:48]=2)=[C:9]([C:12]2[CH:17]=[C:16]([CH2:18][CH:19]([CH3:21])[CH3:20])[C:15]([O:22][CH2:23][C:24]3[CH:29]=[CH:28][CH:27]=[CH:26][CH:25]=3)=[CH:14][C:13]=2[O:30][CH2:31][C:32]2[CH:37]=[CH:36][CH:35]=[CH:34][CH:33]=2)[O:8][N:7]=1)=[O:5])[CH3:2].